Task: Predict which catalyst facilitates the given reaction.. Dataset: Catalyst prediction with 721,799 reactions and 888 catalyst types from USPTO (1) Reactant: [C:1]1(/[CH:7]=[CH:8]/[CH2:9][O:10][CH2:11][CH:12]2[CH2:39][CH2:38][C:15]3[N:16](C(C4C=CC=CC=4)(C4C=CC=CC=4)C4C=CC=CC=4)[CH:17]=[N:18][C:14]=3[CH2:13]2)[CH:6]=[CH:5][CH:4]=[CH:3][CH:2]=1.C1(/C=C/COCC2CCC3N=CN(C(C4C=CC=CC=4)(C4C=CC=CC=4)C4C=CC=CC=4)C=3C2)C=CC=CC=1. Product: [C:1]1(/[CH:7]=[CH:8]/[CH2:9][O:10][CH2:11][CH:12]2[CH2:39][CH2:38][C:15]3[NH:16][CH:17]=[N:18][C:14]=3[CH2:13]2)[CH:2]=[CH:3][CH:4]=[CH:5][CH:6]=1. The catalyst class is: 86. (2) Reactant: [Cl:1][C:2]1[CH:10]=[C:9]2[C:5]([CH2:6][CH2:7][C@H:8]2[NH:11][S@@](C(C)(C)C)=O)=[C:4]([F:18])[CH:3]=1.Cl.C(OC(C)C)(C)C. Product: [ClH:1].[Cl:1][C:2]1[CH:10]=[C:9]2[C:5]([CH2:6][CH2:7][C@H:8]2[NH2:11])=[C:4]([F:18])[CH:3]=1. The catalyst class is: 71. (3) Reactant: [NH2:1][C:2]1[CH:11]=[C:10]([C:12]2[CH2:13][CH2:14]O[CH2:16][CH:17]=2)[CH:9]=[CH:8][C:3]=1[C:4](OC)=[O:5].[CH:18](OC)(OC)OC.C([O-])(=O)C.[NH4+:29].[OH2:30]. Product: [O:30]1[CH2:16][CH:17]=[C:12]([C:10]2[CH:11]=[C:2]3[C:3]([C:4](=[O:5])[NH:29][CH:18]=[N:1]3)=[CH:8][CH:9]=2)[CH2:13][CH2:14]1. The catalyst class is: 5.